This data is from Forward reaction prediction with 1.9M reactions from USPTO patents (1976-2016). The task is: Predict the product of the given reaction. (1) Given the reactants C([NH:5][S:6]([C:9]1[S:10][C:11]([C:14]2[CH:19]=[C:18]([C:20]3[N:25]=[C:24]([C:26]4[CH:31]=[CH:30][C:29]([F:32])=[C:28]([F:33])[CH:27]=4)[CH:23]=[C:22]([C:34]([F:37])([F:36])[F:35])[N:21]=3)[CH:17]=[CH:16][N:15]=2)=[CH:12][CH:13]=1)(=[O:8])=[O:7])(C)(C)C.C(O)(C(F)(F)F)=O, predict the reaction product. The product is: [F:33][C:28]1[CH:27]=[C:26]([C:24]2[CH:23]=[C:22]([C:34]([F:35])([F:36])[F:37])[N:21]=[C:20]([C:18]3[CH:17]=[CH:16][N:15]=[C:14]([C:11]4[S:10][C:9]([S:6]([NH2:5])(=[O:7])=[O:8])=[CH:13][CH:12]=4)[CH:19]=3)[N:25]=2)[CH:31]=[CH:30][C:29]=1[F:32]. (2) Given the reactants [CH3:1][C@@H:2]1[C:6]2[NH:7][C:8]([C:10]3[CH:19]=[CH:18][CH:17]=[C:16]4[C:11]=3[N:12]=[C:13]([NH:21][C:22]3([CH3:25])[CH2:24][CH2:23]3)[C:14]([CH3:20])=[N:15]4)=[CH:9][C:5]=2[C:4](=[O:26])[NH:3]1.C(Cl)(Cl)[Cl:28], predict the reaction product. The product is: [Cl:28][C:9]1[C:5]2[C:4](=[O:26])[NH:3][C@H:2]([CH3:1])[C:6]=2[NH:7][C:8]=1[C:10]1[CH:19]=[CH:18][CH:17]=[C:16]2[C:11]=1[N:12]=[C:13]([NH:21][C:22]1([CH3:25])[CH2:23][CH2:24]1)[C:14]([CH3:20])=[N:15]2. (3) Given the reactants C(O[C:4](=[O:24])[C:5]([OH:23])([C:19]([F:22])([F:21])[F:20])[CH2:6][C:7]([C:10]1[CH:15]=[CH:14][C:13](Br)=[C:12]([O:17][CH3:18])[CH:11]=1)([CH3:9])[CH3:8])C.C([Sn](CCCC)(CCCC)[C:30]([O:32]CC)=[CH2:31])CCC.C1(C)C=CC=CC=1P(C1C=CC=CC=1C)C1C=CC=CC=1C.CN(C)C=[O:68], predict the reaction product. The product is: [C:30]([C:13]1[CH:14]=[CH:15][C:10]([C:7]([CH3:8])([CH3:9])[CH2:6][C:5]([OH:23])([C:19]([F:22])([F:20])[F:21])[C:4]([OH:68])=[O:24])=[CH:11][C:12]=1[O:17][CH3:18])(=[O:32])[CH3:31]. (4) Given the reactants [CH3:1][C:2]1[CH:3]=[C:4]([CH:9]2[CH2:14][N:13]([C:15]([N:17]3[CH2:22][CH2:21][CH:20]([OH:23])[CH2:19][CH2:18]3)=[O:16])[CH2:12][CH:11]([C:24](O)=[O:25])[CH2:10]2)[CH:5]=[CH:6][C:7]=1[CH3:8].O[N:28]=[C:29]([NH2:34])[CH2:30][CH2:31][O:32][CH3:33], predict the reaction product. The product is: [CH3:1][C:2]1[CH:3]=[C:4]([CH:9]2[CH2:10][CH:11]([C:24]3[O:25][N:34]=[C:29]([CH2:30][CH2:31][O:32][CH3:33])[N:28]=3)[CH2:12][N:13]([C:15]([N:17]3[CH2:18][CH2:19][CH:20]([OH:23])[CH2:21][CH2:22]3)=[O:16])[CH2:14]2)[CH:5]=[CH:6][C:7]=1[CH3:8].